This data is from Peptide-MHC class I binding affinity with 185,985 pairs from IEDB/IMGT. The task is: Regression. Given a peptide amino acid sequence and an MHC pseudo amino acid sequence, predict their binding affinity value. This is MHC class I binding data. (1) The peptide sequence is TAYIGTSNWT. The MHC is HLA-A02:06 with pseudo-sequence HLA-A02:06. The binding affinity (normalized) is 0.502. (2) The peptide sequence is IPRLLRTFL. The MHC is HLA-B46:01 with pseudo-sequence HLA-B46:01. The binding affinity (normalized) is 0.0847. (3) The peptide sequence is FVDYNFSLV. The MHC is HLA-A02:02 with pseudo-sequence HLA-A02:02. The binding affinity (normalized) is 1.00.